Dataset: CYP1A2 inhibition data for predicting drug metabolism from PubChem BioAssay. Task: Regression/Classification. Given a drug SMILES string, predict its absorption, distribution, metabolism, or excretion properties. Task type varies by dataset: regression for continuous measurements (e.g., permeability, clearance, half-life) or binary classification for categorical outcomes (e.g., BBB penetration, CYP inhibition). Dataset: cyp1a2_veith. The molecule is FC(F)(F)c1ccc(N2CCOCC2)c(Nc2nc3ccccc3n3cnnc23)c1. The result is 1 (inhibitor).